This data is from Forward reaction prediction with 1.9M reactions from USPTO patents (1976-2016). The task is: Predict the product of the given reaction. (1) The product is: [ClH:2].[Cl:2][C:3]1[CH:4]=[C:5]([C:10]23[CH:15]([CH2:16][O:17][CH2:18][CH3:19])[CH:14]2[CH2:13][N:12]([CH3:20])[CH2:11]3)[CH:6]=[CH:7][C:8]=1[Cl:9]. Given the reactants Cl.[Cl:2][C:3]1[CH:4]=[C:5]([C:10]23[CH:15]([CH2:16][O:17][CH2:18][CH3:19])[CH:14]2[CH2:13][N:12]([CH3:20])[CH2:11]3)[CH:6]=[CH:7][C:8]=1[Cl:9], predict the reaction product. (2) The product is: [F:3][C:4]1[CH:5]=[C:6]([C@:20]2([S:32]([C:35]3[CH:36]=[CH:37][C:38]([F:41])=[CH:39][CH:40]=3)(=[O:34])=[O:33])[CH2:24][CH2:23][N:22]([C:25]([O:27][C:28]([CH3:31])([CH3:30])[CH3:29])=[O:26])[CH2:21]2)[CH:7]=[CH:8][C:9]=1[C:10]([O:19][CH3:42])([C:15]([F:16])([F:17])[F:18])[C:11]([F:12])([F:13])[F:14]. Given the reactants IC.[F:3][C:4]1[CH:5]=[C:6]([C@:20]2([S:32]([C:35]3[CH:40]=[CH:39][C:38]([F:41])=[CH:37][CH:36]=3)(=[O:34])=[O:33])[CH2:24][CH2:23][N:22]([C:25]([O:27][C:28]([CH3:31])([CH3:30])[CH3:29])=[O:26])[CH2:21]2)[CH:7]=[CH:8][C:9]=1[C:10]([OH:19])([C:15]([F:18])([F:17])[F:16])[C:11]([F:14])([F:13])[F:12].[C:42](=O)([O-])[O-].[K+].[K+], predict the reaction product. (3) Given the reactants [CH3:1][O:2][C:3](=[O:15])[C:4]1[CH:9]=[CH:8][C:7]([CH:10]=O)=[C:6]([N+]([O-])=O)[CH:5]=1.[CH2:16]([O:18][C:19](=[O:22])[CH2:20][SH:21])[CH3:17].C(=O)([O-])[O-].[K+].[K+], predict the reaction product. The product is: [CH3:1][O:2][C:3]([C:4]1[CH:9]=[CH:8][C:7]2[CH:10]=[C:20]([C:19]([O:18][CH2:16][CH3:17])=[O:22])[S:21][C:6]=2[CH:5]=1)=[O:15]. (4) Given the reactants [CH3:1][C:2]1[NH:3][CH:4]=[CH:5][N:6]=1.S(O[CH2:18][CH:19]1[CH2:24][CH2:23][N:22]([C:25]([O:27][C:28]([CH3:31])([CH3:30])[CH3:29])=[O:26])[CH2:21][CH2:20]1)(C1C=CC(C)=CC=1)(=O)=O, predict the reaction product. The product is: [CH3:1][C:2]1[N:3]([CH2:18][CH:19]2[CH2:24][CH2:23][N:22]([C:25]([O:27][C:28]([CH3:29])([CH3:31])[CH3:30])=[O:26])[CH2:21][CH2:20]2)[CH:4]=[CH:5][N:6]=1. (5) Given the reactants [Cl:1][C:2]1[C:10]([CH3:11])=[CH:9][CH:8]=[CH:7][C:3]=1[C:4](O)=[O:5].O, predict the reaction product. The product is: [Cl:1][C:2]1[C:10]([CH3:11])=[CH:9][CH:8]=[CH:7][C:3]=1[CH2:4][OH:5]. (6) Given the reactants Br[C:2]1[CH:3]=[CH:4][C:5]([Cl:10])=[C:6]([O:8][CH3:9])[CH:7]=1.[F:11][C:12]([F:23])([F:22])[C:13]1[CH:14]=[CH:15][C:16]([CH2:19][CH2:20][NH2:21])=[N:17][CH:18]=1, predict the reaction product. The product is: [Cl:10][C:5]1[CH:4]=[CH:3][C:2]([NH:21][CH2:20][CH2:19][C:16]2[CH:15]=[CH:14][C:13]([C:12]([F:23])([F:11])[F:22])=[CH:18][N:17]=2)=[CH:7][C:6]=1[O:8][CH3:9]. (7) Given the reactants [Cl:1][C:2]1[CH:3]=[C:4]([C:8](=O)[CH3:9])[CH:5]=[CH:6][CH:7]=1.C(O)=O.C([NH2:16])=O, predict the reaction product. The product is: [Cl:1][C:2]1[CH:3]=[C:4]([CH:8]([NH2:16])[CH3:9])[CH:5]=[CH:6][CH:7]=1. (8) Given the reactants [O:1]=[CH:2][C@@H:3]([C@H:5]([C@@H:7]([C@@H:9]([CH2:11][OH:12])[OH:10])[OH:8])[OH:6])[OH:4].P([O-])([O-])([O-])=O.[K+].[K+].[K+].P([O-])([O-])(O)=O.[K+].[K+].P([O-])(O)(O)=O.[K+].C(O)[C@H]([C@H]([C@@H]([C@@H](CO)O)O)O)O.OC[C@@H]([C@H]([C@@H]([C@@H](CO)O)O)O)O.OCC([C@H]([C@@H]([C@@H](CO)O)O)O)=O.O=C[C@@H]([C@H]([C@H]([C@@H](CO)O)O)O)O.O=C[C@H]([C@H]([C@@H]([C@@H](CO)O)O)O)O, predict the reaction product. The product is: [CH2:11]([OH:12])[C@@H:9]([C@@H:7]([C@@H:5]([C@@H:3]([CH2:2][OH:1])[OH:4])[OH:6])[OH:8])[OH:10].[OH:1][CH2:2][C:3]([C@H:5]([C@H:7]([C@@H:9]([CH2:11][OH:12])[OH:10])[OH:8])[OH:6])=[O:4].[OH:1][CH2:2][C:3]([C@@H:5]([C@@H:7]([C@@H:9]([CH2:11][OH:12])[OH:10])[OH:8])[OH:6])=[O:4].[O:1]=[CH:2][C@@H:3]([C@@H:5]([C@@H:7]([C@@H:9]([CH2:11][OH:12])[OH:10])[OH:8])[OH:6])[OH:4]. (9) Given the reactants [C:1]([O:5][CH:6]([C:11]1[N:12]([CH3:30])[C:13](=[O:29])[C:14]2[C:19]([C:20]=1[C:21]1[CH:26]=[CH:25][C:24]([CH3:27])=[CH:23][C:22]=1[CH3:28])=[CH:18][CH:17]=[CH:16][CH:15]=2)[C:7]([O:9]C)=[O:8])([CH3:4])([CH3:3])[CH3:2].[Br:31]Br, predict the reaction product. The product is: [Br:31][C:16]1[CH:15]=[C:14]2[C:19]([C:20]([C:21]3[CH:26]=[CH:25][C:24]([CH3:27])=[CH:23][C:22]=3[CH3:28])=[C:11]([CH:6]([O:5][C:1]([CH3:4])([CH3:3])[CH3:2])[C:7]([OH:9])=[O:8])[N:12]([CH3:30])[C:13]2=[O:29])=[CH:18][CH:17]=1. (10) Given the reactants [CH:1]([C:4]1[C:11]([O:12][CH3:13])=[CH:10][CH:9]=[CH:8][C:5]=1[CH:6]=O)([CH3:3])[CH3:2].[N+:14]([CH3:17])([O-:16])=[O:15].C([O-])(=O)C.[NH4+], predict the reaction product. The product is: [CH:1]([C:4]1[C:5]([CH:6]=[CH:17][N+:14]([O-:16])=[O:15])=[CH:8][CH:9]=[CH:10][C:11]=1[O:12][CH3:13])([CH3:3])[CH3:2].